Dataset: Reaction yield outcomes from USPTO patents with 853,638 reactions. Task: Predict the reaction yield, written as a fraction of the theoretical maximum amount of product (1.0 means a 100% yield; for example, 0.34 means a 34% yield). (1) The reactants are C([O-])=O.[NH4+].Cl[C:6]1[N:11]=[N:10][C:9]([NH2:12])=[C:8]([C:13]2[CH:18]=[CH:17][C:16]([CH3:19])=[CH:15][C:14]=2[CH3:20])[CH:7]=1. The catalyst is CO.[Pd]. The product is [CH3:20][C:14]1[CH:15]=[C:16]([CH3:19])[CH:17]=[CH:18][C:13]=1[C:8]1[CH:7]=[CH:6][N:11]=[N:10][C:9]=1[NH2:12]. The yield is 0.990. (2) The product is [CH3:1][C:2]1[CH:3]=[CH:4][C:5](/[CH:8]=[CH:9]/[C:10]2[C:18]3[C:13](=[CH:14][CH:15]=[C:16]([C:19]4[N:23]=[CH:22][NH:21][N:20]=4)[CH:17]=3)[NH:12][N:11]=2)=[CH:6][CH:7]=1. The yield is 0.810. The reactants are [CH3:1][C:2]1[CH:7]=[CH:6][C:5](/[CH:8]=[CH:9]/[C:10]2(C(C3CCCCO3)=O)[C:18]3[C:13](=[CH:14][CH:15]=[C:16]([C:19]4[N:23]=[CH:22][N:21](C(C5C=CC=CC=5)(C5C=CC=CC=5)C5C=CC=CC=5)[N:20]=4)[CH:17]=3)[NH:12][NH:11]2)=[CH:4][CH:3]=1. The catalyst is O1CCOCC1.Cl. (3) The reactants are [F:1][C:2]1[CH:7]=[CH:6][CH:5]=[CH:4][C:3]=1[CH:8]=[CH:9][C:10]([NH:12][C@H:13]([C:38]([O:40]C)=[O:39])[CH2:14][CH2:15][CH2:16][NH:17][C:18](=[NH:37])[NH:19][S:20]([C:23]1[CH:33]([CH3:34])[CH:27]2[CH2:28][C:29]([CH3:32])([CH3:31])[O:30][C:26]2=[C:25]([CH3:35])[C:24]=1[CH3:36])(=[O:22])=[O:21])=[O:11].[OH-].[Na+]. The catalyst is CO. The product is [F:1][C:2]1[CH:7]=[CH:6][CH:5]=[CH:4][C:3]=1[CH:8]=[CH:9][C:10]([NH:12][C@H:13]([C:38]([OH:40])=[O:39])[CH2:14][CH2:15][CH2:16][NH:17][C:18](=[NH:37])[NH:19][S:20]([C:23]1[CH:33]([CH3:34])[CH:27]2[CH2:28][C:29]([CH3:32])([CH3:31])[O:30][C:26]2=[C:25]([CH3:35])[C:24]=1[CH3:36])(=[O:22])=[O:21])=[O:11]. The yield is 0.910. (4) The reactants are [NH2:1][C:2]1[S:3][C:4]([CH3:10])=[C:5]([CH3:9])[C:6]=1[C:7]#[N:8].[C:11]1([CH:17]([C:21]2[CH:26]=[CH:25][CH:24]=[CH:23][CH:22]=2)[C:18](Cl)=[O:19])[CH:16]=[CH:15][CH:14]=[CH:13][CH:12]=1.C(N(CC)CC)C. The catalyst is C(Cl)Cl. The product is [C:7]([C:6]1[C:5]([CH3:9])=[C:4]([CH3:10])[S:3][C:2]=1[NH:1][C:18](=[O:19])[CH:17]([C:11]1[CH:16]=[CH:15][CH:14]=[CH:13][CH:12]=1)[C:21]1[CH:26]=[CH:25][CH:24]=[CH:23][CH:22]=1)#[N:8]. The yield is 0.470. (5) The reactants are [Cl:1][C:2]1[N:3]=[C:4](Cl)[C:5]2[S:10][CH:9]=[CH:8][C:6]=2[N:7]=1.[NH:12]1[CH2:17][CH2:16][O:15][CH2:14][CH2:13]1. The catalyst is CO. The product is [Cl:1][C:2]1[N:3]=[C:4]([N:12]2[CH2:17][CH2:16][O:15][CH2:14][CH2:13]2)[C:5]2[S:10][CH:9]=[CH:8][C:6]=2[N:7]=1. The yield is 1.00.